Dataset: NCI-60 drug combinations with 297,098 pairs across 59 cell lines. Task: Regression. Given two drug SMILES strings and cell line genomic features, predict the synergy score measuring deviation from expected non-interaction effect. (1) Drug 1: CC1C(C(CC(O1)OC2CC(CC3=C2C(=C4C(=C3O)C(=O)C5=C(C4=O)C(=CC=C5)OC)O)(C(=O)CO)O)N)O.Cl. Drug 2: CN(C(=O)NC(C=O)C(C(C(CO)O)O)O)N=O. Cell line: SK-MEL-28. Synergy scores: CSS=1.24, Synergy_ZIP=-0.983, Synergy_Bliss=-12.5, Synergy_Loewe=-7.31, Synergy_HSA=-9.08. (2) Synergy scores: CSS=57.1, Synergy_ZIP=0.557, Synergy_Bliss=-1.26, Synergy_Loewe=-33.6, Synergy_HSA=-0.868. Cell line: UACC-257. Drug 2: CC(C)NC(=O)C1=CC=C(C=C1)CNNC.Cl. Drug 1: CC=C1C(=O)NC(C(=O)OC2CC(=O)NC(C(=O)NC(CSSCCC=C2)C(=O)N1)C(C)C)C(C)C. (3) Drug 1: CC1CCC2CC(C(=CC=CC=CC(CC(C(=O)C(C(C(=CC(C(=O)CC(OC(=O)C3CCCCN3C(=O)C(=O)C1(O2)O)C(C)CC4CCC(C(C4)OC)O)C)C)O)OC)C)C)C)OC. Drug 2: CC(C)NC(=O)C1=CC=C(C=C1)CNNC.Cl. Cell line: MALME-3M. Synergy scores: CSS=20.9, Synergy_ZIP=-5.69, Synergy_Bliss=3.89, Synergy_Loewe=-20.9, Synergy_HSA=1.90. (4) Drug 1: CCC1(CC2CC(C3=C(CCN(C2)C1)C4=CC=CC=C4N3)(C5=C(C=C6C(=C5)C78CCN9C7C(C=CC9)(C(C(C8N6C)(C(=O)OC)O)OC(=O)C)CC)OC)C(=O)OC)O. Drug 2: CC1=C(C(=CC=C1)Cl)NC(=O)C2=CN=C(S2)NC3=CC(=NC(=N3)C)N4CCN(CC4)CCO. Cell line: SK-OV-3. Synergy scores: CSS=59.9, Synergy_ZIP=-0.411, Synergy_Bliss=-1.15, Synergy_Loewe=3.30, Synergy_HSA=4.23. (5) Drug 1: CC1=C2C(C(=O)C3(C(CC4C(C3C(C(C2(C)C)(CC1OC(=O)C(C(C5=CC=CC=C5)NC(=O)C6=CC=CC=C6)O)O)OC(=O)C7=CC=CC=C7)(CO4)OC(=O)C)O)C)OC(=O)C. Drug 2: CC1C(C(CC(O1)OC2CC(CC3=C2C(=C4C(=C3O)C(=O)C5=C(C4=O)C(=CC=C5)OC)O)(C(=O)CO)O)N)O.Cl. Cell line: SK-MEL-28. Synergy scores: CSS=27.4, Synergy_ZIP=-6.65, Synergy_Bliss=-2.54, Synergy_Loewe=-1.76, Synergy_HSA=-0.786.